From a dataset of Catalyst prediction with 721,799 reactions and 888 catalyst types from USPTO. Predict which catalyst facilitates the given reaction. (1) Reactant: [F:1][C:2]([F:41])([F:40])[C:3]1[N:7]2[N:8]=[C:9]([N:12]3[CH2:17][CH2:16][CH:15]([C:18]4[CH:39]=[CH:38][C:21]([O:22][CH2:23][CH2:24][N:25]5[CH2:30][CH2:29][N:28]([C:31]([O:33][C:34]([CH3:37])([CH3:36])[CH3:35])=[O:32])[CH2:27][CH2:26]5)=[CH:20][CH:19]=4)[CH2:14][CH2:13]3)[CH:10]=[CH:11][C:6]2=[N:5][N:4]=1.C([O-])=O.[NH4+]. Product: [F:41][C:2]([F:1])([F:40])[C:3]1[N:7]2[N:8]=[C:9]([N:12]3[CH2:13][CH2:14][CH:15]([C:18]4[CH:19]=[CH:20][C:21]([O:22][CH2:23][CH2:24][N:25]5[CH2:26][CH2:27][N:28]([C:31]([O:33][C:34]([CH3:35])([CH3:36])[CH3:37])=[O:32])[CH2:29][CH2:30]5)=[CH:38][CH:39]=4)[CH2:16][CH2:17]3)[CH2:10][CH2:11][C:6]2=[N:5][N:4]=1. The catalyst class is: 63. (2) Reactant: [Br:1][C:2]1[CH:7]=[CH:6][CH:5]=[CH:4][C:3]=1[S:8][CH2:9][CH:10](OCC)OCC. Product: [Br:1][C:2]1[C:3]2[S:8][CH:9]=[CH:10][C:4]=2[CH:5]=[CH:6][CH:7]=1. The catalyst class is: 159.